Dataset: Forward reaction prediction with 1.9M reactions from USPTO patents (1976-2016). Task: Predict the product of the given reaction. (1) Given the reactants [Cl:1][C:2]1[CH:3]=[C:4]([CH:21]=[CH:22][C:23]=1[Cl:24])[O:5][CH:6]1[CH2:11][CH2:10][N:9]([C:12]([CH:14]2[CH2:18][CH:17]([OH:19])[CH:16]([OH:20])[CH2:15]2)=O)[CH2:8][CH2:7]1.CO, predict the reaction product. The product is: [NH3:9].[Cl:1][C:2]1[CH:3]=[C:4]([CH:21]=[CH:22][C:23]=1[Cl:24])[O:5][CH:6]1[CH2:11][CH2:10][N:9]([CH2:12][CH:14]2[CH2:18][CH:17]([OH:19])[CH:16]([OH:20])[CH2:15]2)[CH2:8][CH2:7]1. (2) Given the reactants [NH2:1][C:2]1[C:10](I)=[C:9]2[C:5]([CH2:6][CH2:7][C:8]2=[O:12])=[CH:4][CH:3]=1.[C:13](N)(=[S:15])[CH3:14].[O-2].[Ca+2].O, predict the reaction product. The product is: [CH3:14][C:13]1[S:15][C:10]2[C:9]3[C:8](=[O:12])[CH2:7][CH2:6][C:5]=3[CH:4]=[CH:3][C:2]=2[N:1]=1. (3) Given the reactants [F:1][C:2]([F:23])([F:22])[CH2:3][C:4]1[CH:9]=[CH:8][C:7]([N:10]2[CH2:14][CH2:13][C:12]3([CH2:19][CH2:18][NH:17][C:16](=[O:20])[CH2:15]3)[C:11]2=[O:21])=[CH:6][CH:5]=1.[CH3:24][C:25]([CH3:31])([CH3:30])[CH2:26][C:27](Cl)=[O:28], predict the reaction product. The product is: [CH3:24][C:25]([CH3:31])([CH3:30])[CH2:26][C:27]([N:17]1[CH2:18][CH2:19][C:12]2([C:11](=[O:21])[N:10]([C:7]3[CH:8]=[CH:9][C:4]([CH2:3][C:2]([F:1])([F:22])[F:23])=[CH:5][CH:6]=3)[CH2:14][CH2:13]2)[CH2:15][C:16]1=[O:20])=[O:28]. (4) Given the reactants [F:1][CH:2](F)[CH2:3]I.[NH:6]1[CH2:10][CH2:9][C@H:8]([NH:11][C:12](=[O:18])[O:13][C:14]([CH3:17])([CH3:16])[CH3:15])[CH2:7]1.N1CC[C@@H](NC(=O)OC(C)(C)C)C1, predict the reaction product. The product is: [F:1][CH2:2][CH2:3][N:6]1[CH2:10][CH2:9][C@H:8]([NH:11][C:12](=[O:18])[O:13][C:14]([CH3:16])([CH3:15])[CH3:17])[CH2:7]1. (5) Given the reactants [NH2:1][C:2]([CH3:28])([CH3:27])[C:3]#[C:4][C:5]1[S:9][C:8]([C:10]2[CH:15]=[CH:14][N:13]=[C:12]([NH:16][CH:17]3[CH2:22][C:21]([CH3:24])([CH3:23])[NH:20][C:19]([CH3:26])([CH3:25])[CH2:18]3)[N:11]=2)=[CH:7][CH:6]=1.[H-].[H-].[H-].[H-].[Li+].[Al+3], predict the reaction product. The product is: [NH2:1][C:2]([CH3:28])([CH3:27])/[CH:3]=[CH:4]/[C:5]1[S:9][C:8]([C:10]2[CH:15]=[CH:14][N:13]=[C:12]([NH:16][CH:17]3[CH2:22][C:21]([CH3:24])([CH3:23])[NH:20][C:19]([CH3:26])([CH3:25])[CH2:18]3)[N:11]=2)=[CH:7][CH:6]=1.